Dataset: Forward reaction prediction with 1.9M reactions from USPTO patents (1976-2016). Task: Predict the product of the given reaction. (1) Given the reactants [N+:1]([C:4]1[CH:5]=[N:6][CH:7]=[C:8]([N+:11]([O-])=O)[C:9]=1[NH2:10])([O-])=O, predict the reaction product. The product is: [N:6]1[CH:7]=[C:8]([NH2:11])[C:9]([NH2:10])=[C:4]([NH2:1])[CH:5]=1. (2) Given the reactants [Cl:1][C:2]1[CH:12]=[C:11]([NH:13][CH2:14][C:15]2[S:16][CH:17]=[CH:18][CH:19]=2)[C:5]([C:6](OCC)=[O:7])=[CH:4][N:3]=1.C([NH2:22])=O.CC[O-].[Na+].CC(O)=O, predict the reaction product. The product is: [Cl:1][C:2]1[CH:12]=[C:11]([NH:13][CH2:14][C:15]2[S:16][CH:17]=[CH:18][CH:19]=2)[C:5]([C:6]([NH2:22])=[O:7])=[CH:4][N:3]=1. (3) The product is: [Br:1][C:2]1[CH:8]=[C:7]2[C:5](=[CH:4][C:3]=1[F:9])[NH:6][C:27](=[O:12])[C:26]2=[O:25]. Given the reactants [Br:1][C:2]1[CH:8]=[CH:7][C:5]([NH2:6])=[CH:4][C:3]=1[F:9].Cl.N[OH:12].S([O-])([O-])(=O)=O.[Na+].[Na+].Cl.ClC(Cl)(Cl)C([O:25][CH2:26][CH3:27])O, predict the reaction product. (4) Given the reactants [H-].[Na+].[C:3]([O:7][C:8]([N:10]([CH2:18][CH2:19][C:20]#[N:21])[C:11]([CH3:17])([CH3:16])[C:12]([O:14]C)=O)=[O:9])([CH3:6])([CH3:5])[CH3:4], predict the reaction product. The product is: [C:20]([CH:19]1[CH2:18][N:10]([C:8]([O:7][C:3]([CH3:4])([CH3:5])[CH3:6])=[O:9])[C:11]([CH3:17])([CH3:16])[C:12]1=[O:14])#[N:21]. (5) Given the reactants [Cl:1][C:2]1[CH:8]=[CH:7][C:6]([Cl:9])=[CH:5][C:3]=1[NH2:4].Cl.[N:11]([O-])=O.[Na+].[OH-].[Na+].[C:17]([C:21]1[CH:26]=[C:25]([C:27]([CH3:30])([CH3:29])[CH3:28])[CH:24]=[CH:23][C:22]=1[OH:31])([CH3:20])([CH3:19])[CH3:18], predict the reaction product. The product is: [C:17]([C:21]1[CH:26]=[C:25]([C:27]([CH3:30])([CH3:29])[CH3:28])[CH:24]=[C:23]([N:11]=[N:4][C:3]2[CH:5]=[C:6]([Cl:9])[CH:7]=[CH:8][C:2]=2[Cl:1])[C:22]=1[OH:31])([CH3:20])([CH3:19])[CH3:18]. (6) Given the reactants [CH3:1][O:2][C:3]1[CH:4]=[C:5]([NH:9][C:10](=[O:12])[CH3:11])[CH:6]=[CH:7][CH:8]=1.F[B-](F)(F)F.[O:18]=[N+:19]=[O:20].O, predict the reaction product. The product is: [CH3:1][O:2][C:3]1[C:4]([N+:19]([O-:20])=[O:18])=[C:5]([NH:9][C:10](=[O:12])[CH3:11])[CH:6]=[CH:7][CH:8]=1. (7) Given the reactants C([O:3][C:4]([C@@H:6]1[CH2:11][CH2:10][C@@H:9]([NH:12][O:13][CH2:14][C:15]2[CH:20]=[CH:19][CH:18]=[CH:17][CH:16]=2)[CH2:8][NH:7]1)=O)C.[Cl-].[Ca+2].[Cl-].CO.[NH3:26], predict the reaction product. The product is: [CH2:14]([O:13][NH:12][C@H:9]1[CH2:8][NH:7][C@H:6]([C:4]([NH2:26])=[O:3])[CH2:11][CH2:10]1)[C:15]1[CH:20]=[CH:19][CH:18]=[CH:17][CH:16]=1.